This data is from Reaction yield outcomes from USPTO patents with 853,638 reactions. The task is: Predict the reaction yield, written as a fraction of the theoretical maximum amount of product (1.0 means a 100% yield; for example, 0.34 means a 34% yield). The reactants are C(OC([N:6]=[S:7]([C:10]1[CH:15]=[CH:14][CH:13]=[C:12]([CH2:16][O:17][C:18]2[CH:27]=[C:26]3[C:21]([C:22]([NH:28][CH:29]([CH3:31])[CH3:30])=[N:23][CH:24]=[N:25]3)=[CH:20][CH:19]=2)[CH:11]=1)([CH3:9])=[O:8])=O)C.[O-]CC.[Na+]. No catalyst specified. The product is [CH:29]([NH:28][C:22]1[C:21]2[C:26](=[CH:27][C:18]([O:17][CH2:16][C:12]3[CH:11]=[C:10]([S:7]([CH3:9])(=[NH:6])=[O:8])[CH:15]=[CH:14][CH:13]=3)=[CH:19][CH:20]=2)[N:25]=[CH:24][N:23]=1)([CH3:31])[CH3:30]. The yield is 0.510.